From a dataset of Peptide-MHC class II binding affinity with 134,281 pairs from IEDB. Regression. Given a peptide amino acid sequence and an MHC pseudo amino acid sequence, predict their binding affinity value. This is MHC class II binding data. (1) The peptide sequence is ANVMAASLRKAGKSV. The MHC is DRB1_0404 with pseudo-sequence DRB1_0404. The binding affinity (normalized) is 0.454. (2) The peptide sequence is GGVFHTMWHVTRGAF. The MHC is HLA-DQA10201-DQB10303 with pseudo-sequence HLA-DQA10201-DQB10303. The binding affinity (normalized) is 0.521. (3) The peptide sequence is VATLSEALRIIAGTL. The MHC is HLA-DPA10201-DPB10501 with pseudo-sequence HLA-DPA10201-DPB10501. The binding affinity (normalized) is 0.187. (4) The peptide sequence is LKGTFTYNKMTCLIL. The MHC is DRB1_0401 with pseudo-sequence DRB1_0401. The binding affinity (normalized) is 0.528.